The task is: Predict which catalyst facilitates the given reaction.. This data is from Catalyst prediction with 721,799 reactions and 888 catalyst types from USPTO. Reactant: ClCC([NH:5][C:6]1[C:11]([N+:12]([O-:14])=[O:13])=[CH:10][CH:9]=[C:8]([F:15])[C:7]=1[CH3:16])=O.[OH-].[Na+].O1CCCC1. Product: [F:15][C:8]1[C:7]([CH3:16])=[C:6]([C:11]([N+:12]([O-:14])=[O:13])=[CH:10][CH:9]=1)[NH2:5]. The catalyst class is: 6.